Dataset: Catalyst prediction with 721,799 reactions and 888 catalyst types from USPTO. Task: Predict which catalyst facilitates the given reaction. (1) Reactant: [CH3:1][O:2][CH:3]1[C:7]2([CH2:12][CH2:11][N:10](C(OC(C)(C)C)=O)[CH2:9][CH2:8]2)[C:6](=[O:20])[N:5]([C:21]2[CH2:22][O:23][C:24](=[O:26])[CH:25]=2)[CH2:4]1.FC(F)(F)C(O)=O. Product: [CH3:1][O:2][CH:3]1[C:7]2([CH2:12][CH2:11][NH:10][CH2:9][CH2:8]2)[C:6](=[O:20])[N:5]([C:21]2[CH2:22][O:23][C:24](=[O:26])[CH:25]=2)[CH2:4]1. The catalyst class is: 4. (2) Reactant: [NH:1]1[CH2:5][CH2:4][C:3]2([C:9]3[CH:10]=[CH:11][CH:12]=[CH:13][C:8]=3[C:7](=[O:14])[O:6]2)[CH2:2]1.[C@:15]12([CH2:25][S:26]([OH:29])(=[O:28])=[O:27])[C:22]([CH3:24])([CH3:23])[CH:19]([CH2:20][CH2:21]1)[CH2:18][C:16]2=[O:17]. Product: [C@:15]12([CH2:25][S:26]([OH:29])(=[O:27])=[O:28])[C:22]([CH3:24])([CH3:23])[CH:19]([CH2:20][CH2:21]1)[CH2:18][C:16]2=[O:17].[NH:1]1[CH2:5][CH2:4][C:3]2([C:9]3[CH:10]=[CH:11][CH:12]=[CH:13][C:8]=3[C:7](=[O:14])[O:6]2)[CH2:2]1. The catalyst class is: 10. (3) The catalyst class is: 1. Product: [Cl:11][C:12]1[CH:35]=[CH:34][C:15]([O:16][C:17]2[CH:25]=[CH:24][C:20]([C:21]([NH:23][S:37]([CH3:36])(=[O:39])=[O:38])=[O:22])=[CH:19][C:18]=2[C:26]2[C:31]([O:32][CH3:33])=[CH:30][CH:29]=[CH:28][N:27]=2)=[CH:14][CH:13]=1. Reactant: C[Si](C)(C)N[Si](C)(C)C.[Li].[Cl:11][C:12]1[CH:35]=[CH:34][C:15]([O:16][C:17]2[CH:25]=[CH:24][C:20]([C:21]([NH2:23])=[O:22])=[CH:19][C:18]=2[C:26]2[C:31]([O:32][CH3:33])=[CH:30][CH:29]=[CH:28][N:27]=2)=[CH:14][CH:13]=1.[CH3:36][S:37](Cl)(=[O:39])=[O:38]. (4) Reactant: S(Cl)([Cl:3])=O.Cl.[NH2:6][CH2:7][C:8](=[O:14])[CH2:9][CH2:10][C:11]([OH:13])=[O:12]. Product: [ClH:3].[NH2:6][CH2:7][C:8](=[O:14])[CH2:9][CH2:10][C:11]([O:13][CH2:11][CH2:10][CH2:9][CH:8]=[CH2:7])=[O:12]. The catalyst class is: 9. (5) Reactant: Cl.[O:2]([NH2:4])[CH3:3].[CH3:5][CH:6]([CH3:23])[CH2:7][N:8]1[C:20]2[C:19]3[CH:18]=[CH:17][CH:16]=[CH:15][C:14]=3[N:13]=[CH:12][C:11]=2[N:10]=[C:9]1[CH:21]=O. The catalyst class is: 5. Product: [CH3:3][O:2][N:4]=[CH:21][C:9]1[N:8]([CH2:7][CH:6]([CH3:23])[CH3:5])[C:20]2[C:19]3[CH:18]=[CH:17][CH:16]=[CH:15][C:14]=3[N:13]=[CH:12][C:11]=2[N:10]=1. (6) Reactant: Cl[CH2:2][C:3]1[C:12]2[C:7](=[CH:8][C:9]([O:13][CH2:14][C:15]3[CH:20]=[CH:19][CH:18]=[C:17]([Cl:21])[CH:16]=3)=[CH:10][CH:11]=2)[O:6][C:5](=[O:22])[CH:4]=1.[CH3:23][NH2:24]. Product: [CH3:23][NH:24][CH2:2][C:3]1[C:12]2[C:7](=[CH:8][C:9]([O:13][CH2:14][C:15]3[CH:20]=[CH:19][CH:18]=[C:17]([Cl:21])[CH:16]=3)=[CH:10][CH:11]=2)[O:6][C:5](=[O:22])[CH:4]=1. The catalyst class is: 1. (7) Reactant: [CH3:1][O:2][C:3]([C@@H:5]1[C@H:9]([CH2:10]I)[CH2:8][CH2:7][N:6]1[C@H:12]([C:14]1[CH:19]=[CH:18][CH:17]=[CH:16][CH:15]=1)[CH3:13])=[O:4].C([O-])([O-])=O.[K+].[K+].[NH:26]1[CH2:31][CH2:30][O:29][CH2:28][CH2:27]1. Product: [CH3:1][O:2][C:3]([C@@H:5]1[C@H:9]([CH2:10][N:26]2[CH2:31][CH2:30][O:29][CH2:28][CH2:27]2)[CH2:8][CH2:7][N:6]1[C@H:12]([C:14]1[CH:19]=[CH:18][CH:17]=[CH:16][CH:15]=1)[CH3:13])=[O:4]. The catalyst class is: 10. (8) Reactant: [Cl:1][C:2]1[CH:3]=[C:4]([NH:9][C:10]2[C:11]3[CH2:18][C:17](=[O:19])[NH:16][C:12]=3[N:13]=[CH:14][N:15]=2)[CH:5]=[CH:6][C:7]=1[F:8].[CH3:20][C:21]1[CH:25]=[C:24]([C:26]([N:28]2[CH2:33][CH2:32][N:31]([CH3:34])[CH2:30][CH2:29]2)=[O:27])[NH:23][C:22]=1[CH:35]=O. Product: [Cl:1][C:2]1[CH:3]=[C:4]([NH:9][C:10]2[C:11]3[C:18](=[CH:35][C:22]4[NH:23][C:24]([C:26]([N:28]5[CH2:29][CH2:30][N:31]([CH3:34])[CH2:32][CH2:33]5)=[O:27])=[CH:25][C:21]=4[CH3:20])[C:17](=[O:19])[NH:16][C:12]=3[N:13]=[CH:14][N:15]=2)[CH:5]=[CH:6][C:7]=1[F:8]. The catalyst class is: 495.